The task is: Predict the reaction yield, written as a fraction of the theoretical maximum amount of product (1.0 means a 100% yield; for example, 0.34 means a 34% yield).. This data is from Reaction yield outcomes from USPTO patents with 853,638 reactions. (1) The reactants are [OH:1][N:2]1[C:10]([CH3:12])([CH3:11])[C:9]2[C:4](=[CH:5][CH:6]=[CH:7][CH:8]=2)[C:3]1([CH3:14])[CH3:13].[CH3:15][C:16]1[CH:24]=[C:23]([CH3:25])[CH:22]=[C:21]([CH3:26])[C:17]=1[C:18](Cl)=[O:19]. No catalyst specified. The product is [CH3:15][C:16]1[CH:24]=[C:23]([CH3:25])[CH:22]=[C:21]([CH3:26])[C:17]=1[C:18]([O:1][N:2]1[C:3]([CH3:14])([CH3:13])[C:4]2[C:9](=[CH:8][CH:7]=[CH:6][CH:5]=2)[C:10]1([CH3:12])[CH3:11])=[O:19]. The yield is 0.920. (2) The reactants are [CH3:1][C:2]1[CH:11]=[CH:10][C:9]2[C:4](=[N:5][CH:6]=[CH:7][CH:8]=2)[N:3]=1. The catalyst is C(O)C.[Pd]. The product is [CH3:1][C:2]1[CH:11]=[CH:10][C:9]2[CH2:8][CH2:7][CH2:6][NH:5][C:4]=2[N:3]=1. The yield is 0.830. (3) The reactants are [F:1][C:2]([F:7])([F:6])[CH2:3][CH2:4][OH:5].[CH3:8][S:9](Cl)(=[O:11])=[O:10]. The catalyst is C(Cl)Cl. The product is [CH3:8][S:9]([O:5][CH2:4][CH2:3][C:2]([F:7])([F:6])[F:1])(=[O:11])=[O:10]. The yield is 0.582. (4) The reactants are [Cl:1][C:2]1[S:9][C:8]2[CH:7]=[C:6]([C:10]([OH:12])=O)[NH:5][C:4]=2[C:3]=1[Cl:13].Cl.[NH2:15][C@@H:16]1[CH2:24][C:23]2[C:18](=[CH:19][CH:20]=[CH:21][CH:22]=2)[C@H:17]1[C:25]([CH2:34][CH2:35][O:36][CH2:37][CH3:38])([C:30]([O:32][CH3:33])=[O:31])[C:26]([O:28][CH3:29])=[O:27].C(N(CC)CC)C.C1C=CC2N(O)N=NC=2C=1.CCN=C=NCCCN(C)C. The catalyst is CN(C=O)C.O. The product is [Cl:1][C:2]1[S:9][C:8]2[CH:7]=[C:6]([C:10]([NH:15][C@@H:16]3[CH2:24][C:23]4[C:18](=[CH:19][CH:20]=[CH:21][CH:22]=4)[C@H:17]3[C:25]([CH2:34][CH2:35][O:36][CH2:37][CH3:38])([C:30]([O:32][CH3:33])=[O:31])[C:26]([O:28][CH3:29])=[O:27])=[O:12])[NH:5][C:4]=2[C:3]=1[Cl:13]. The yield is 0.800. (5) The product is [Br:1][C:2]1[CH:3]=[C:4]([CH:10]=[CH:11][CH:12]=1)[O:5][CH2:6][CH:7]([OH:8])[CH2:9][N:14]1[CH2:15][CH2:16][C:17]2[C:22](=[CH:21][CH:20]=[CH:19][CH:18]=2)[CH2:13]1. The reactants are [Br:1][C:2]1[CH:3]=[C:4]([CH:10]=[CH:11][CH:12]=1)[O:5][CH2:6][CH:7]1[CH2:9][O:8]1.[CH2:13]1[C:22]2[C:17](=[CH:18][CH:19]=[CH:20][CH:21]=2)[CH2:16][CH2:15][NH:14]1.CC(=O)OCC. The yield is 0.783. The catalyst is CO.